Dataset: Retrosynthesis with 50K atom-mapped reactions and 10 reaction types from USPTO. Task: Predict the reactants needed to synthesize the given product. (1) Given the product CC(C)(C)OC(=O)N[C@@H](Cc1ccccc1)C(=O)N1Cc2n[nH]c(=O)c3cccc4[nH]c(c2c43)C1, predict the reactants needed to synthesize it. The reactants are: CC(C)(C)OC(=O)N[C@@H](Cc1ccccc1)C(=O)O.CC(C)(N)C(=O)N1Cc2n[nH]c(=O)c3cccc4[nH]c(c2c43)C1. (2) Given the product Nc1cc(C(=O)O)cc(OCc2ccsc2)c1-c1ccccc1, predict the reactants needed to synthesize it. The reactants are: O=C(O)c1cc(OCc2ccsc2)c(-c2ccccc2)c([N+](=O)[O-])c1.